From a dataset of Reaction yield outcomes from USPTO patents with 853,638 reactions. Predict the reaction yield, written as a fraction of the theoretical maximum amount of product (1.0 means a 100% yield; for example, 0.34 means a 34% yield). (1) The reactants are F[C:2]1[CH:7]=[CH:6][C:5]([C:8]2[O:9][C:10]([C:13]3[C:14]([C:19]4[CH:24]=[CH:23][CH:22]=[CH:21][CH:20]=4)=[N:15][O:16][C:17]=3[CH3:18])=[N:11][N:12]=2)=[C:4]([O:25][CH3:26])[CH:3]=1.[NH:27]1[CH2:32][CH2:31][O:30][CH2:29][CH2:28]1. No catalyst specified. The product is [CH3:26][O:25][C:4]1[CH:3]=[C:2]([N:27]2[CH2:32][CH2:31][O:30][CH2:29][CH2:28]2)[CH:7]=[CH:6][C:5]=1[C:8]1[O:9][C:10]([C:13]2[C:14]([C:19]3[CH:24]=[CH:23][CH:22]=[CH:21][CH:20]=3)=[N:15][O:16][C:17]=2[CH3:18])=[N:11][N:12]=1. The yield is 0.550. (2) The catalyst is O1CCOCC1.C1C=CC(P(C2C=CC=CC=2)[C-]2C=CC=C2)=CC=1.C1C=CC(P(C2C=CC=CC=2)[C-]2C=CC=C2)=CC=1.Cl[Pd]Cl.[Fe+2]. The yield is 0.287. The reactants are C([O:3][CH2:4][CH2:5][CH2:6][N:7]1[C:12](=[O:13])[C:11]2[C:14]([CH2:19][CH2:20][CH:21]([CH3:23])[CH3:22])=[C:15](Br)[CH:16]=[N:17][C:10]=2[N:9]([CH3:24])[C:8]1=[O:25])=O.CC1(C)C(C)(C)OB([CH2:34][C:35]2[CH:40]=[CH:39][CH:38]=[C:37]([O:41][C:42]([F:45])([F:44])[F:43])[CH:36]=2)O1.[O-]P([O-])([O-])=O.[K+].[K+].[K+]. The product is [OH:3][CH2:4][CH2:5][CH2:6][N:7]1[C:12](=[O:13])[C:11]2[C:14]([CH2:19][CH2:20][CH:21]([CH3:23])[CH3:22])=[C:15]([CH2:34][C:35]3[CH:40]=[CH:39][CH:38]=[C:37]([O:41][C:42]([F:43])([F:44])[F:45])[CH:36]=3)[CH:16]=[N:17][C:10]=2[N:9]([CH3:24])[C:8]1=[O:25]. (3) The reactants are [C:1]([C:4]1[CH:5]=[CH:6][C:7]([CH:23]2[CH2:28][CH2:27][N:26](C(OC(C)(C)C)=O)[CH2:25][CH2:24]2)=[N:8][C:9]=1[C:10]1[CH:15]=[CH:14][C:13]([O:16][C:17]2[CH:22]=[CH:21][CH:20]=[CH:19][CH:18]=2)=[CH:12][CH:11]=1)(=[O:3])[NH2:2].C(O)(C(F)(F)F)=O. The catalyst is ClCCl. The product is [O:16]([C:13]1[CH:12]=[CH:11][C:10]([C:9]2[N:8]=[C:7]([CH:23]3[CH2:28][CH2:27][NH:26][CH2:25][CH2:24]3)[CH:6]=[CH:5][C:4]=2[C:1]([NH2:2])=[O:3])=[CH:15][CH:14]=1)[C:17]1[CH:22]=[CH:21][CH:20]=[CH:19][CH:18]=1. The yield is 0.710. (4) The reactants are [CH3:1][C:2]1[CH:3]=[N:4][C:5]2[C:10]([C:11]=1[CH2:12]O)=[CH:9][CH:8]=[CH:7][CH:6]=2.C(N(CC)CC)C.CS(Cl)(=O)=O.[CH3:26][N:27]([C@@H:35]([CH3:59])[C:36]([NH:38][C@H:39]1[C@H:45]([CH3:46])[N:44]([C:47](=[O:53])[CH2:48][S:49]([CH3:52])(=[O:51])=[O:50])[C:43]2[CH:54]=[CH:55][CH:56]=[CH:57][C:42]=2[NH:41][C:40]1=[O:58])=[O:37])[C:28](=[O:34])[O:29][C:30]([CH3:33])([CH3:32])[CH3:31].C(=O)([O-])[O-].[Cs+].[Cs+].[I-].[Na+]. The catalyst is C(Cl)Cl.CN(C=O)C.CCOC(C)=O. The product is [CH3:26][N:27]([C@@H:35]([CH3:59])[C:36]([NH:38][C@H:39]1[C@H:45]([CH3:46])[N:44]([C:47](=[O:53])[CH2:48][S:49]([CH3:52])(=[O:50])=[O:51])[C:43]2[CH:54]=[CH:55][CH:56]=[CH:57][C:42]=2[N:41]([CH2:12][C:11]2[C:10]3[C:5](=[CH:6][CH:7]=[CH:8][CH:9]=3)[N:4]=[CH:3][C:2]=2[CH3:1])[C:40]1=[O:58])=[O:37])[C:28](=[O:34])[O:29][C:30]([CH3:31])([CH3:32])[CH3:33]. The yield is 0.650. (5) The reactants are [C:1]([C:5]1[CH:9]=[C:8]([C:10]([NH:12][S:13]([C:16]2[CH:21]=[CH:20][CH:19]=[C:18]([CH:22]=[O:23])[CH:17]=2)(=[O:15])=[O:14])=[O:11])[N:7]([CH2:24][C:25]2[C:30]([CH3:31])=[CH:29][C:28]([CH3:32])=[CH:27][C:26]=2[CH3:33])[N:6]=1)([CH3:4])([CH3:3])[CH3:2].[BH4-].[Na+]. The catalyst is CO. The product is [C:1]([C:5]1[CH:9]=[C:8]([C:10]([NH:12][S:13]([C:16]2[CH:21]=[CH:20][CH:19]=[C:18]([CH2:22][OH:23])[CH:17]=2)(=[O:14])=[O:15])=[O:11])[N:7]([CH2:24][C:25]2[C:30]([CH3:31])=[CH:29][C:28]([CH3:32])=[CH:27][C:26]=2[CH3:33])[N:6]=1)([CH3:4])([CH3:2])[CH3:3]. The yield is 0.560. (6) The reactants are [CH3:1][C:2]1[CH:3]=[CH:4][C:5]2[N:6]([C:8]([C:29]3[CH:34]=[CH:33][CH:32]=[CH:31][CH:30]=3)=[C:9]([C:11]3[CH:16]=[CH:15][C:14]([C:17]4([NH:21]C(=O)OC(C)(C)C)[CH2:20][CH2:19][CH2:18]4)=[CH:13][CH:12]=3)[N:10]=2)[N:7]=1.Cl.O1CCOCC1.[OH-].[Na+]. The catalyst is C(Cl)Cl.CO. The product is [CH3:1][C:2]1[CH:3]=[CH:4][C:5]2[N:6]([C:8]([C:29]3[CH:34]=[CH:33][CH:32]=[CH:31][CH:30]=3)=[C:9]([C:11]3[CH:12]=[CH:13][C:14]([C:17]4([NH2:21])[CH2:18][CH2:19][CH2:20]4)=[CH:15][CH:16]=3)[N:10]=2)[N:7]=1. The yield is 0.830. (7) The reactants are [C:1]([C:5]1[CH:10]=[CH:9][C:8]([N+:11]([O-:13])=[O:12])=[CH:7][C:6]=1N)([CH3:4])([CH3:3])[CH3:2].N([O-])=O.[Na+].[O-:19][S:20]([O-:22])=O.[Na+].[Na+].[ClH:25]. The yield is 0.170. The catalyst is O.[O-]S([O-])(=O)=O.[Cu+2]. The product is [C:1]([C:5]1[CH:10]=[CH:9][C:8]([N+:11]([O-:13])=[O:12])=[CH:7][C:6]=1[S:20]([Cl:25])(=[O:22])=[O:19])([CH3:4])([CH3:3])[CH3:2].